This data is from Reaction yield outcomes from USPTO patents with 853,638 reactions. The task is: Predict the reaction yield, written as a fraction of the theoretical maximum amount of product (1.0 means a 100% yield; for example, 0.34 means a 34% yield). (1) The reactants are [NH2:1][C:2]1[CH:7]=[C:6]([CH3:8])[CH:5]=[CH:4][N:3]=1.Br[CH:10]([CH2:13][C:14]([CH3:19])([N+:16]([O-:18])=[O:17])[CH3:15])[CH:11]=O. No catalyst specified. The product is [CH3:8][C:6]1[CH:5]=[CH:4][N:3]2[C:10]([CH2:13][C:14]([CH3:19])([N+:16]([O-:18])=[O:17])[CH3:15])=[CH:11][N:1]=[C:2]2[CH:7]=1. The yield is 0.630. (2) The yield is 0.400. The reactants are [F:1][C:2]1[CH:3]=[C:4]([CH:22]=[C:23]([F:25])[CH:24]=1)[CH2:5][C:6]1[CH:7]=[C:8]2[C:12](=[CH:13][CH:14]=1)[NH:11][N:10]=[C:9]2[NH:15][C:16](=[O:21])[C:17]([F:20])([F:19])[F:18].[C:26](Cl)([C:39]1[CH:44]=[CH:43][CH:42]=[CH:41][CH:40]=1)([C:33]1[CH:38]=[CH:37][CH:36]=[CH:35][CH:34]=1)[C:27]1[CH:32]=[CH:31][CH:30]=[CH:29][CH:28]=1.N12CCCN=C1CCCCC2. The product is [F:1][C:2]1[CH:3]=[C:4]([CH:22]=[C:23]([F:25])[CH:24]=1)[CH2:5][C:6]1[CH:7]=[C:8]2[C:12](=[CH:13][CH:14]=1)[N:11]([C:26]([C:27]1[CH:32]=[CH:31][CH:30]=[CH:29][CH:28]=1)([C:39]1[CH:40]=[CH:41][CH:42]=[CH:43][CH:44]=1)[C:33]1[CH:34]=[CH:35][CH:36]=[CH:37][CH:38]=1)[N:10]=[C:9]2[NH:15][C:16](=[O:21])[C:17]([F:20])([F:19])[F:18]. The catalyst is ClCCl. (3) The reactants are [Cl:1][C:2]1[N:11]=[C:10]2[C:5]([C:6]([CH3:14])([CH3:13])[CH2:7][C:8](=O)[NH:9]2)=[CH:4][CH:3]=1.B(F)(F)F.CCOCC.[BH4-].[Na+].Cl.C(=O)(O)[O-].[Na+]. The catalyst is C1COCC1.C(OCC)(=O)C. The product is [Cl:1][C:2]1[N:11]=[C:10]2[C:5]([C:6]([CH3:14])([CH3:13])[CH2:7][CH2:8][NH:9]2)=[CH:4][CH:3]=1. The yield is 0.980. (4) The reactants are [NH2:1][C:2]1[CH:7]=[CH:6][C:5]([C:8]2([C:11]([O:13][CH3:14])=[O:12])[CH2:10][CH2:9]2)=[CH:4][CH:3]=1.C1C(=O)N([Br:22])C(=O)C1.O. The catalyst is C(#N)C. The product is [NH2:1][C:2]1[CH:3]=[CH:4][C:5]([C:8]2([C:11]([O:13][CH3:14])=[O:12])[CH2:10][CH2:9]2)=[CH:6][C:7]=1[Br:22]. The yield is 0.780. (5) The reactants are [CH3:1][C:2]([CH3:30])([CH2:6][C:7]1[S:8][C:9]([C:12]2[CH:17]=[C:16]([NH:18][C:19]3[N:24]=[C:23]([C:25]([F:28])([F:27])[F:26])[CH:22]=[CH:21][N:20]=3)[CH:15]=[C:14]([CH3:29])[CH:13]=2)=[CH:10][N:11]=1)[C:3]([OH:5])=O.[CH:31]([NH:33][NH2:34])=[O:32].C1C=CC2N(O)N=NC=2C=1.C(Cl)CCl.CCN(C(C)C)C(C)C. The catalyst is O.CN(C=O)C. The product is [CH:31]([NH:33][NH:34][C:3](=[O:5])[C:2]([CH3:1])([CH3:30])[CH2:6][C:7]1[S:8][C:9]([C:12]2[CH:17]=[C:16]([NH:18][C:19]3[N:24]=[C:23]([C:25]([F:27])([F:28])[F:26])[CH:22]=[CH:21][N:20]=3)[CH:15]=[C:14]([CH3:29])[CH:13]=2)=[CH:10][N:11]=1)=[O:32]. The yield is 0.800. (6) The reactants are C([O:3][C:4]([C:6]1[S:7][C:8]([C:11]2[CH:16]=[CH:15][N:14]=[C:13]([NH:17][C:18]3[CH:19]=[N:20][CH:21]=[CH:22][CH:23]=3)[N:12]=2)=[CH:9][CH:10]=1)=[O:5])C.[Li+].[OH-].Cl. The catalyst is CO.O. The product is [N:20]1[CH:21]=[CH:22][CH:23]=[C:18]([NH:17][C:13]2[N:12]=[C:11]([C:8]3[S:7][C:6]([C:4]([OH:5])=[O:3])=[CH:10][CH:9]=3)[CH:16]=[CH:15][N:14]=2)[CH:19]=1. The yield is 0.720. (7) The catalyst is O1CCCC1. The yield is 0.680. The product is [OH:25][C@@H:24]([CH3:26])[C:23]([NH:1][C@@H:2]1[C:8](=[O:9])[N:7]([CH2:10][C:11]([F:14])([F:12])[F:13])[C:6]2[CH:15]=[CH:16][CH:17]=[CH:18][C:5]=2[C:4]2[CH:19]=[CH:20][CH:21]=[CH:22][C:3]1=2)=[O:27]. The reactants are [NH2:1][C@@H:2]1[C:8](=[O:9])[N:7]([CH2:10][C:11]([F:14])([F:13])[F:12])[C:6]2[CH:15]=[CH:16][CH:17]=[CH:18][C:5]=2[C:4]2[CH:19]=[CH:20][CH:21]=[CH:22][C:3]1=2.[C:23](O)(=[O:27])[C@H:24]([CH3:26])[OH:25].O.ON1C2C=CC=CC=2N=N1.C(N(C(C)C)C(C)C)C.Cl.CN(C)CCCN=C=NCC.